From a dataset of Catalyst prediction with 721,799 reactions and 888 catalyst types from USPTO. Predict which catalyst facilitates the given reaction. (1) Reactant: [C:1]([O:5][C:6]([NH:8][CH:9]([CH2:15][CH:16]([CH2:20][C:21]1[CH:30]=[CH:29][C:28]2[C:23](=[C:24]([O:31][CH2:32][CH2:33][O:34][CH3:35])[CH:25]=[CH:26][CH:27]=2)[CH:22]=1)[CH:17]([CH3:19])[CH3:18])[C:10](OCC)=[O:11])=[O:7])([CH3:4])([CH3:3])[CH3:2].[BH4-].[Li+].CO. Product: [OH:11][CH2:10][CH:9]([NH:8][C:6](=[O:7])[O:5][C:1]([CH3:2])([CH3:4])[CH3:3])[CH2:15][CH:16]([CH2:20][C:21]1[CH:30]=[CH:29][C:28]2[C:23](=[C:24]([O:31][CH2:32][CH2:33][O:34][CH3:35])[CH:25]=[CH:26][CH:27]=2)[CH:22]=1)[CH:17]([CH3:19])[CH3:18]. The catalyst class is: 7. (2) Reactant: [F:1][CH:2]([F:21])[O:3][C:4]1[C:9]2[O:10][C:11]3([O:17][C:8]=2[C:7]([C:18]([OH:20])=[O:19])=[CH:6][CH:5]=1)[CH2:16][CH2:15][S:14][CH2:13][CH2:12]3.[N+:22]([C:25]1[CH:30]=[CH:29][C:28](O)=[CH:27][CH:26]=1)([O-:24])=[O:23].COC(C)(C)C.CCOC(C)=O. Product: [F:21][CH:2]([F:1])[O:3][C:4]1[C:9]2[O:10][C:11]3([O:17][C:8]=2[C:7]([C:18]([O:20][C:28]2[CH:29]=[CH:30][C:25]([N+:22]([O-:24])=[O:23])=[CH:26][CH:27]=2)=[O:19])=[CH:6][CH:5]=1)[CH2:16][CH2:15][S:14][CH2:13][CH2:12]3. The catalyst class is: 239. (3) Reactant: [NH2:1][C@H:2]1[CH2:6][CH2:5][N:4]([C@H:7]2[CH2:12][CH2:11][C@@H:10]([N:13]([CH3:15])[CH3:14])[CH2:9][C@H:8]2[NH:16][C:17](=[O:19])[CH3:18])[C:3]1=[O:20].Cl[C:22]1[C:31]2[C:26](=[CH:27][CH:28]=[C:29]([C:32]([F:35])([F:34])[F:33])[CH:30]=2)[N:25]=[CH:24][N:23]=1.C(N(CC)CC)C. Product: [CH3:14][N:13]([CH3:15])[C@H:10]1[CH2:9][C@@H:8]([NH:16][C:17](=[O:19])[CH3:18])[C@@H:7]([N:4]2[CH2:5][CH2:6][C@H:2]([NH:1][C:22]3[C:31]4[C:26](=[CH:27][CH:28]=[C:29]([C:32]([F:34])([F:35])[F:33])[CH:30]=4)[N:25]=[CH:24][N:23]=3)[C:3]2=[O:20])[CH2:12][CH2:11]1. The catalyst class is: 32. (4) Reactant: [C:1]1([CH2:7][CH2:8][CH2:9][CH2:10][CH2:11][CH2:12][CH2:13][N:14]=[N+]=[N-])[CH:6]=[CH:5][CH:4]=[CH:3][CH:2]=1. Product: [C:1]1([CH2:7][CH2:8][CH2:9][CH2:10][CH2:11][CH2:12][CH2:13][NH2:14])[CH:6]=[CH:5][CH:4]=[CH:3][CH:2]=1. The catalyst class is: 50. (5) Reactant: [O:1]=[C:2]1[C:10]2[C:5](=[CH:6][CH:7]=[CH:8][CH:9]=2)[C:4](=[O:11])[N:3]1[CH:12]([C:18]1[CH:23]=[CH:22][C:21]([O:24][CH3:25])=[C:20]([O:26][CH2:27][CH3:28])[CH:19]=1)[CH2:13][C:14]([NH:16][OH:17])=[O:15].[C:29](O[C:29]([C:30]1[CH:35]=[CH:34][CH:33]=[CH:32][CH:31]=1)=[O:36])(=[O:36])[C:30]1[CH:35]=[CH:34][CH:33]=[CH:32][CH:31]=1. Product: [C:29]([O:17][NH:16][C:14](=[O:15])[CH2:13][CH:12]([N:3]1[C:4](=[O:11])[C:5]2[C:10](=[CH:9][CH:8]=[CH:7][CH:6]=2)[C:2]1=[O:1])[C:18]1[CH:23]=[CH:22][C:21]([O:24][CH3:25])=[C:20]([O:26][CH2:27][CH3:28])[CH:19]=1)(=[O:36])[C:30]1[CH:35]=[CH:34][CH:33]=[CH:32][CH:31]=1. The catalyst class is: 10. (6) The catalyst class is: 8. Reactant: [S:1](=[O:5])(=[O:4])([OH:3])[OH:2].[CH3:6][O:7][C:8]1[N:13]=[C:12](/[CH:14]=[CH:15]/[C:16]2[N:34]=[C:19]3[C@H:20]([C:24]4[CH:29]=[CH:28][CH:27]=[CH:26][C:25]=4[C:30]([F:33])([F:32])[F:31])[CH2:21][CH2:22][CH2:23][N:18]3[N:17]=2)[CH:11]=[CH:10][C:9]=1[N:35]1[CH:39]=[C:38]([CH3:40])[N:37]=[CH:36]1.C(OCC)(=O)C. Product: [S:1]([O:3][S:1]([OH:4])(=[O:3])=[O:2])([OH:2])(=[O:5])=[O:4].[CH3:6][O:7][C:8]1[N:13]=[C:12](/[CH:14]=[CH:15]/[C:16]2[N:34]=[C:19]3[C@H:20]([C:24]4[CH:29]=[CH:28][CH:27]=[CH:26][C:25]=4[C:30]([F:33])([F:32])[F:31])[CH2:21][CH2:22][CH2:23][N:18]3[N:17]=2)[CH:11]=[CH:10][C:9]=1[N:35]1[CH:39]=[C:38]([CH3:40])[N:37]=[CH:36]1.